This data is from Peptide-MHC class I binding affinity with 185,985 pairs from IEDB/IMGT. The task is: Regression. Given a peptide amino acid sequence and an MHC pseudo amino acid sequence, predict their binding affinity value. This is MHC class I binding data. The peptide sequence is VLAGWLFHV. The MHC is HLA-B83:01 with pseudo-sequence HLA-B83:01. The binding affinity (normalized) is 0.213.